This data is from Forward reaction prediction with 1.9M reactions from USPTO patents (1976-2016). The task is: Predict the product of the given reaction. Given the reactants [CH2:1]([C:3]1[CH:13]=[CH:12][C:6]([C:7]([N:9]([CH3:11])[CH3:10])=[O:8])=[CH:5][C:4]=1[NH:14][C:15]1[N:20]=[CH:19][C:18]2[N:21]=[CH:22][N:23]([CH3:24])[C:17]=2[CH:16]=1)[CH3:2].[H-].[Na+].I[CH3:28], predict the reaction product. The product is: [CH2:1]([C:3]1[CH:13]=[CH:12][C:6]([C:7]([N:9]([CH3:11])[CH3:10])=[O:8])=[CH:5][C:4]=1[N:14]([CH3:28])[C:15]1[N:20]=[CH:19][C:18]2[N:21]=[CH:22][N:23]([CH3:24])[C:17]=2[CH:16]=1)[CH3:2].